From a dataset of Peptide-MHC class I binding affinity with 185,985 pairs from IEDB/IMGT. Regression. Given a peptide amino acid sequence and an MHC pseudo amino acid sequence, predict their binding affinity value. This is MHC class I binding data. The peptide sequence is ETIEILRNY. The binding affinity (normalized) is 0.0847. The MHC is HLA-A02:50 with pseudo-sequence HLA-A02:50.